The task is: Predict the product of the given reaction.. This data is from Forward reaction prediction with 1.9M reactions from USPTO patents (1976-2016). (1) Given the reactants [NH:1]1[C:9]2[C:4](=[CH:5][CH:6]=[CH:7][CH:8]=2)[C:3](/[CH:10]=[C:11]2\[O:12][C:13]3[C:20]([CH2:21][N:22]4[CH2:27][CH2:26][N:25](C(OC(C)(C)C)=O)[CH2:24][C@@H:23]4[CH3:35])=[C:19]([OH:36])[CH:18]=[CH:17][C:14]=3[C:15]\2=[O:16])=[N:2]1.FC(F)(F)C(O)=O, predict the reaction product. The product is: [NH:1]1[C:9]2[C:4](=[CH:5][CH:6]=[CH:7][CH:8]=2)[C:3](/[CH:10]=[C:11]2\[O:12][C:13]3[C:20]([CH2:21][N:22]4[CH2:27][CH2:26][NH:25][CH2:24][C@@H:23]4[CH3:35])=[C:19]([OH:36])[CH:18]=[CH:17][C:14]=3[C:15]\2=[O:16])=[N:2]1. (2) Given the reactants [CH3:1][O:2][C:3]1[CH:8]=[C:7]([CH3:9])[C:6]([S:10]([N:13]([CH3:28])[CH2:14][C:15]2[O:16][C:17]([C:20]([N:22]3[CH2:27][CH2:26][NH:25][CH2:24][CH2:23]3)=[O:21])=[N:18][N:19]=2)(=[O:12])=[O:11])=[C:5]([CH3:29])[CH:4]=1.[NH2:30][C:31]1[C:36]([CH:37]=O)=[CH:35][CH:34]=[CH:33][N:32]=1.ClCCCl, predict the reaction product. The product is: [NH2:30][C:31]1[C:36]([CH2:37][N:25]2[CH2:24][CH2:23][N:22]([C:20]([C:17]3[O:16][C:15]([CH2:14][N:13]([CH3:28])[S:10]([C:6]4[C:7]([CH3:9])=[CH:8][C:3]([O:2][CH3:1])=[CH:4][C:5]=4[CH3:29])(=[O:11])=[O:12])=[N:19][N:18]=3)=[O:21])[CH2:27][CH2:26]2)=[CH:35][CH:34]=[CH:33][N:32]=1.